This data is from NCI-60 drug combinations with 297,098 pairs across 59 cell lines. The task is: Regression. Given two drug SMILES strings and cell line genomic features, predict the synergy score measuring deviation from expected non-interaction effect. (1) Drug 1: CC12CCC(CC1=CCC3C2CCC4(C3CC=C4C5=CN=CC=C5)C)O. Drug 2: CS(=O)(=O)OCCCCOS(=O)(=O)C. Cell line: MOLT-4. Synergy scores: CSS=51.8, Synergy_ZIP=-1.19, Synergy_Bliss=-1.77, Synergy_Loewe=-5.94, Synergy_HSA=-1.78. (2) Drug 1: C1=CC(=CC=C1CCC2=CNC3=C2C(=O)NC(=N3)N)C(=O)NC(CCC(=O)O)C(=O)O. Drug 2: C1=CC(=CC=C1CC(C(=O)O)N)N(CCCl)CCCl.Cl. Cell line: SK-OV-3. Synergy scores: CSS=43.3, Synergy_ZIP=-0.326, Synergy_Bliss=-3.16, Synergy_Loewe=-9.09, Synergy_HSA=-2.45.